This data is from Catalyst prediction with 721,799 reactions and 888 catalyst types from USPTO. The task is: Predict which catalyst facilitates the given reaction. (1) Product: [O:36]1[CH2:37][CH2:38][N:33]([CH2:32][CH2:31][O:29][C:28]2[CH:27]=[CH:26][C:23]([CH:24]=[O:25])=[CH:22][C:21]=2[Br:20])[CH2:34][CH2:35]1. Reactant: C1(P(C2C=CC=CC=2)C2C=CC=CC=2)C=CC=CC=1.[Br:20][C:21]1[CH:22]=[C:23]([CH:26]=[CH:27][C:28]=1[OH:29])[CH:24]=[O:25].O[CH2:31][CH2:32][N:33]1[CH2:38][CH2:37][O:36][CH2:35][CH2:34]1.CCOC(/N=N/C(OCC)=O)=O. The catalyst class is: 7. (2) Reactant: [O:1]=[C:2]([OH:13])[C@@H:3]([C@H:5]([C@@H:7]([C@@H:9]([CH2:11][OH:12])[OH:10])[OH:8])[OH:6])[OH:4].[F:14][C:15]1[CH:16]=[C:17]2[C:22](=[CH:23][C:24]=1[N:25]1[CH2:30][CH2:29][NH:28][CH2:27][CH2:26]1)[N:21]1[C@H:31]([CH3:33])[S:32][C:20]1=[C:19]([C:34]([OH:36])=[O:35])[C:18]2=[O:37]. Product: [O:1]=[C:2]([OH:13])[C@@H:3]([C@H:5]([C@@H:7]([C@@H:9]([CH2:11][OH:12])[OH:10])[OH:8])[OH:6])[OH:4].[F:14][C:15]1[CH:16]=[C:17]2[C:22](=[CH:23][C:24]=1[N:25]1[CH2:30][CH2:29][NH:28][CH2:27][CH2:26]1)[N:21]1[C@H:31]([CH3:33])[S:32][C:20]1=[C:19]([C:34]([OH:36])=[O:35])[C:18]2=[O:37]. The catalyst class is: 6. (3) Reactant: [CH3:1][C:2]1[C:7]2[C:8]([C:11]3[S:12][CH:13]=[CH:14][CH:15]=3)=[N:9][NH:10][C:6]=2[CH:5]=[C:4]([CH3:16])[N:3]=1.[H-].[Na+].[CH3:19][C:20]1[C:21]([N:26]([CH2:51][O:52][CH2:53][CH2:54][O:55][CH3:56])[S:27]([C:30]2[S:31][C:32]([CH3:50])=[CH:33][C:34]=2[C:35]2[CH:46]=[CH:45][C:38]([CH2:39]OS(C)(=O)=O)=[CH:37][C:36]=2[CH2:47][O:48][CH3:49])(=[O:29])=[O:28])=[N:22][O:23][C:24]=1[CH3:25].O. Product: [CH3:19][C:20]1[C:21]([N:26]([CH2:51][O:52][CH2:53][CH2:54][O:55][CH3:56])[S:27]([C:30]2[S:31][C:32]([CH3:50])=[CH:33][C:34]=2[C:35]2[CH:46]=[CH:45][C:38]([CH2:39][N:10]3[C:6]4[CH:5]=[C:4]([CH3:16])[N:3]=[C:2]([CH3:1])[C:7]=4[C:8]([C:11]4[S:12][CH:13]=[CH:14][CH:15]=4)=[N:9]3)=[CH:37][C:36]=2[CH2:47][O:48][CH3:49])(=[O:29])=[O:28])=[N:22][O:23][C:24]=1[CH3:25]. The catalyst class is: 42. (4) Reactant: [CH:1]1(/[CH:4]=[CH:5]/[C:6]2[CH:7]=[C:8]([NH:17][C:18]3[CH:23]=[CH:22][C:21]([CH:24]4[CH2:29][CH2:28][N:27]([C:30]([O:32][C:33]([CH3:36])([CH3:35])[CH3:34])=[O:31])[CH2:26][CH2:25]4)=[CH:20][C:19]=3[O:37][CH3:38])[C:9]3[C:10](=[O:16])[NH:11][N:12]=[CH:13][C:14]=3[N:15]=2)[CH2:3][CH2:2]1. Product: [CH:1]1([CH2:4][CH2:5][C:6]2[CH:7]=[C:8]([NH:17][C:18]3[CH:23]=[CH:22][C:21]([CH:24]4[CH2:29][CH2:28][N:27]([C:30]([O:32][C:33]([CH3:34])([CH3:35])[CH3:36])=[O:31])[CH2:26][CH2:25]4)=[CH:20][C:19]=3[O:37][CH3:38])[C:9]3[C:10](=[O:16])[NH:11][N:12]=[CH:13][C:14]=3[N:15]=2)[CH2:3][CH2:2]1. The catalyst class is: 94.